Dataset: Reaction yield outcomes from USPTO patents with 853,638 reactions. Task: Predict the reaction yield, written as a fraction of the theoretical maximum amount of product (1.0 means a 100% yield; for example, 0.34 means a 34% yield). (1) The reactants are [NH2:1][C:2]1[N:7]=[C:6]([NH:8][C@H:9]2[CH2:14][CH2:13][C@@H:12]([O:15][CH2:16][CH2:17][OH:18])[CH2:11][CH2:10]2)[C:5](/[CH:19]=[CH:20]/[C:21](OCC)=[O:22])=[C:4]([CH3:26])[N:3]=1.C1(S)C=CC=CC=1.[Na].CCCCC=CCCCCC.C(N(C(C)C)CC)(C)C. No catalyst specified. The product is [NH2:1][C:2]1[N:3]=[C:4]([CH3:26])[C:5]2[CH:19]=[CH:20][C:21](=[O:22])[N:8]([C@H:9]3[CH2:14][CH2:13][C@@H:12]([O:15][CH2:16][CH2:17][OH:18])[CH2:11][CH2:10]3)[C:6]=2[N:7]=1. The yield is 0.770. (2) The reactants are [CH:1]1([C:4]2[C:13]3[C:8](=[CH:9][CH:10]=[CH:11][CH:12]=3)[C:7]([N+:14]([O-])=O)=[CH:6][CH:5]=2)[CH2:3][CH2:2]1. The catalyst is C(O)C.[Pd]. The product is [NH2:14][C:7]1[C:8]2[C:13](=[CH:12][CH:11]=[CH:10][CH:9]=2)[C:4]([CH:1]2[CH2:3][CH2:2]2)=[CH:5][CH:6]=1. The yield is 0.730. (3) The reactants are C([O:4][CH2:5][CH2:6][N:7]1[C:16]2[C:11](=[CH:12][C:13]([CH2:17][C:18]3[CH:23]=[CH:22][CH:21]=[C:20]([Cl:24])[C:19]=3[Cl:25])=[CH:14][CH:15]=2)[C:10](=[O:26])[C:9]([C:27]([O:29]CC)=[O:28])=[CH:8]1)(=O)C.[OH-].[Na+]. The catalyst is C(O)C. The product is [Cl:25][C:19]1[C:20]([Cl:24])=[CH:21][CH:22]=[CH:23][C:18]=1[CH2:17][C:13]1[CH:12]=[C:11]2[C:16](=[CH:15][CH:14]=1)[N:7]([CH2:6][CH2:5][OH:4])[CH:8]=[C:9]([C:27]([OH:29])=[O:28])[C:10]2=[O:26]. The yield is 0.850. (4) The reactants are S(Cl)(Cl)=O.[CH3:5][N:6]1[CH2:11][CH2:10][N:9]([CH2:12][C:13]2[CH:21]=[CH:20][C:16]([C:17]([OH:19])=O)=[CH:15][CH:14]=2)[CH2:8][CH2:7]1.[CH3:22][C:23]1[CH:29]=[CH:28][C:26]([NH2:27])=[CH:25][C:24]=1[N+:30]([O-:32])=[O:31].N1C=CC=CC=1. The catalyst is C1(C)C=CC=CC=1. The product is [CH3:22][C:23]1[CH:29]=[CH:28][C:26]([NH:27][C:17](=[O:19])[C:16]2[CH:15]=[CH:14][C:13]([CH2:12][N:9]3[CH2:8][CH2:7][N:6]([CH3:5])[CH2:11][CH2:10]3)=[CH:21][CH:20]=2)=[CH:25][C:24]=1[N+:30]([O-:32])=[O:31]. The yield is 0.960. (5) The reactants are Cl.[F:2][C:3]([F:12])([F:11])[C:4]1[CH:8]=[C:7]([CH2:9][NH2:10])[NH:6][N:5]=1.[F:13][C:14]1[CH:15]=[C:16]([CH:25]([CH3:29])[C:26](O)=[O:27])[CH:17]=[CH:18][C:19]=1[CH2:20][S:21]([CH3:24])(=[O:23])=[O:22].F[B-](F)(F)F.N1(OC(N(C)C)=[N+](C)C)C2C=CC=CC=2N=N1.ON1C2C=CC=CC=2N=N1.C(N(C(C)C)C(C)C)C. The catalyst is C1COCC1. The product is [F:13][C:14]1[CH:15]=[C:16]([CH:25]([CH3:29])[C:26]([NH:10][CH2:9][C:7]2[NH:6][N:5]=[C:4]([C:3]([F:2])([F:11])[F:12])[CH:8]=2)=[O:27])[CH:17]=[CH:18][C:19]=1[CH2:20][S:21]([CH3:24])(=[O:22])=[O:23]. The yield is 0.860. (6) The reactants are Br[C:2]1[CH:3]=[C:4]([CH:9]=[CH:10][C:11]=1[CH2:12][NH:13][C@@H:14]([C:17]1[CH:22]=[CH:21][C:20]([C:23]([F:26])([F:25])[F:24])=[CH:19][CH:18]=1)[CH2:15][OH:16])[C:5]([O:7][CH3:8])=[O:6].C([O-])([O-])=O.[K+].[K+]. The catalyst is C(O)(C)C.[Cu]I. The product is [F:24][C:23]([F:26])([F:25])[C:20]1[CH:21]=[CH:22][C:17]([C@@H:14]2[NH:13][CH2:12][C:11]3[CH:10]=[CH:9][C:4]([C:5]([O:7][CH3:8])=[O:6])=[CH:3][C:2]=3[O:16][CH2:15]2)=[CH:18][CH:19]=1. The yield is 0.430. (7) The reactants are [F:1][C:2]1[CH:3]=[C:4]([C@H:10]2[CH2:14][CH2:13][CH2:12][N:11]2[C:15]2[CH:20]=[CH:19][N:18]3[N:21]=[CH:22][C:23]([C:24]([O:26][CH2:27][CH3:28])=[O:25])=[C:17]3[N:16]=2)[C:5]([O:8]C)=[N:6][CH:7]=1.CC(O)=O.Br. The catalyst is CCOC(C)=O. The product is [F:1][C:2]1[CH:3]=[C:4]([C@H:10]2[CH2:14][CH2:13][CH2:12][N:11]2[C:15]2[CH:20]=[CH:19][N:18]3[N:21]=[CH:22][C:23]([C:24]([O:26][CH2:27][CH3:28])=[O:25])=[C:17]3[N:16]=2)[C:5](=[O:8])[NH:6][CH:7]=1. The yield is 0.760. (8) The reactants are [Cl-].O[NH3+:3].[C:4](=[O:7])([O-])[OH:5].[Na+].CS(C)=O.[CH:13]([O:16][C:17]1[CH:22]=[CH:21][C:20]([N:23]2[C:28](=[O:29])[C:27]([CH2:30][C:31]3[CH:36]=[CH:35][C:34]([C:37]4[C:38]([C:43]#[N:44])=[CH:39][CH:40]=[CH:41][CH:42]=4)=[CH:33][CH:32]=3)=[C:26]([CH2:45][CH2:46][CH3:47])[N:25]=[C:24]2[CH3:48])=[CH:19][C:18]=1[CH3:49])([CH3:15])[CH3:14]. The catalyst is O.C(OCC)(=O)C. The product is [CH:13]([O:16][C:17]1[CH:22]=[CH:21][C:20]([N:23]2[C:28](=[O:29])[C:27]([CH2:30][C:31]3[CH:36]=[CH:35][C:34]([C:37]4[CH:42]=[CH:41][CH:40]=[CH:39][C:38]=4[C:43]4[NH:3][C:4](=[O:7])[O:5][N:44]=4)=[CH:33][CH:32]=3)=[C:26]([CH2:45][CH2:46][CH3:47])[N:25]=[C:24]2[CH3:48])=[CH:19][C:18]=1[CH3:49])([CH3:14])[CH3:15]. The yield is 0.730. (9) The reactants are [F:1][C:2]([F:6])([F:5])[CH2:3][OH:4].[H-].[Na+].Cl[C:10]1[C:15]([C:16]#[N:17])=[C:14]([N:18]2[CH2:23][CH2:22][CH:21]([C:24]3[CH:29]=[CH:28][CH:27]=[CH:26][CH:25]=3)[CH2:20][CH2:19]2)[N:13]=[C:12]([S:30][CH3:31])[N:11]=1. The catalyst is O1CCCC1. The product is [CH3:31][S:30][C:12]1[N:13]=[C:14]([N:18]2[CH2:19][CH2:20][CH:21]([C:24]3[CH:29]=[CH:28][CH:27]=[CH:26][CH:25]=3)[CH2:22][CH2:23]2)[C:15]([C:16]#[N:17])=[C:10]([O:4][CH2:3][C:2]([F:6])([F:5])[F:1])[N:11]=1. The yield is 0.600. (10) The reactants are [CH3:1][O:2][C:3]([C:5]1[N:14]([CH:15]2[CH2:19][CH2:18][CH2:17][CH2:16]2)[C:8]2[N:9]=[C:10](Cl)[N:11]=[CH:12][C:7]=2[C:6]=1[CH3:20])=[O:4].[C:21]([O:25][C:26]([N:28]1[CH2:33][CH2:32][N:31]([C:34]2[CH:35]=[N:36][C:37]([NH2:40])=[CH:38][CH:39]=2)[CH2:30][CH2:29]1)=[O:27])([CH3:24])([CH3:23])[CH3:22].CC1(C)C2C(=C(P(C3C=CC=CC=3)C3C=CC=CC=3)C=CC=2)OC2C(P(C3C=CC=CC=3)C3C=CC=CC=3)=CC=CC1=2.C(=O)([O-])[O-].[Cs+].[Cs+]. The product is [CH3:1][O:2][C:3]([C:5]1[N:14]([CH:15]2[CH2:19][CH2:18][CH2:17][CH2:16]2)[C:8]2[N:9]=[C:10]([NH:40][C:37]3[CH:38]=[CH:39][C:34]([N:31]4[CH2:32][CH2:33][N:28]([C:26]([O:25][C:21]([CH3:24])([CH3:23])[CH3:22])=[O:27])[CH2:29][CH2:30]4)=[CH:35][N:36]=3)[N:11]=[CH:12][C:7]=2[C:6]=1[CH3:20])=[O:4]. The catalyst is O1CCOCC1.C1C=CC(/C=C/C(/C=C/C2C=CC=CC=2)=O)=CC=1.C1C=CC(/C=C/C(/C=C/C2C=CC=CC=2)=O)=CC=1.C1C=CC(/C=C/C(/C=C/C2C=CC=CC=2)=O)=CC=1.[Pd].[Pd]. The yield is 0.170.